This data is from Forward reaction prediction with 1.9M reactions from USPTO patents (1976-2016). The task is: Predict the product of the given reaction. (1) Given the reactants C[O:2][C:3]1[CH:4]=[CH:5][C:6]2[S:10][C:9]([C:11]3[C:15]([CH3:16])=[N:14][NH:13][C:12]=3[NH2:17])=[N:8][C:7]=2[CH:18]=1.BrB(Br)Br.C(=O)([O-])[O-].[Na+].[Na+], predict the reaction product. The product is: [NH2:17][C:12]1[NH:13][N:14]=[C:15]([CH3:16])[C:11]=1[C:9]1[S:10][C:6]2[CH:5]=[CH:4][C:3]([OH:2])=[CH:18][C:7]=2[N:8]=1. (2) The product is: [NH2:1][C@H:2]([CH2:8][C:9]1[CH:10]=[CH:11][C:12]([C:15]2[CH:20]=[CH:19][CH:18]=[C:17]([CH2:21][NH:22][CH2:23][C:24](=[O:31])[C:25]3[CH:26]=[CH:27][CH:28]=[CH:29][CH:30]=3)[CH:16]=2)=[CH:13][CH:14]=1)[C:3]([O:5][CH3:6])=[O:4]. Given the reactants [NH2:1][C@@H:2]([CH2:8][C:9]1[CH:14]=[CH:13][C:12]([C:15]2[CH:20]=[CH:19][CH:18]=[C:17]([CH2:21][NH:22][CH2:23][C:24](=[O:31])[C:25]3[CH:30]=[CH:29][CH:28]=[CH:27][CH:26]=3)[CH:16]=2)=[CH:11][CH:10]=1)[C:3]([O:5][CH2:6]C)=[O:4].C(CNCC1C=C(C2C=CC(C[C@@H](NC(OC(C)(C)C)=O)C(OC)=O)=CC=2)C=CC=1)(=O)C1C=CC=CC=1, predict the reaction product. (3) Given the reactants Br[C:2]1[C:10]2[C:5](=[CH:6][CH:7]=[CH:8][CH:9]=2)[NH:4][N:3]=1.[CH2:11]([Li])[CH2:12][CH2:13][CH3:14].[C:16]([Li])(C)([CH3:18])[CH3:17].C(O[O:29][C:30]1[CH:31]=[C:32]([CH:35]=[CH:36][CH:37]=1)[CH:33]=[O:34])C1C=CC=CC=1, predict the reaction product. The product is: [CH2:11]([O:29][C:30]1[CH:31]=[C:32]([CH:33]([C:2]2[C:10]3[C:5](=[CH:6][CH:7]=[CH:8][CH:9]=3)[NH:4][N:3]=2)[OH:34])[CH:35]=[CH:36][CH:37]=1)[C:12]1[CH:18]=[CH:16][CH:17]=[CH:14][CH:13]=1. (4) Given the reactants C1(C)C=CC(S(O)(=O)=O)=CC=1.C(OC(=O)[CH2:17][NH:18][CH3:19])C=C.C1C=NC2N([OH:30])N=NC=2C=1.C[N:32]([C:34]([O:38]N1N=NC2C=CC=NC1=2)=[N+:35]([CH3:37])[CH3:36])C.F[P-](F)(F)(F)(F)F.CC[N:57]([CH:61](C)C)C(C)C, predict the reaction product. The product is: [CH3:37][N:35]([C:34]([N:32]=[N:57][C:61]([N:18]([CH3:17])[CH3:19])=[O:30])=[O:38])[CH3:36]. (5) Given the reactants [CH3:1][C:2]([CH3:37])([CH3:36])[C:3]([O:5][CH2:6][C:7]1[S:8][C:9]([C:29]2[CH:34]=[CH:33][N:32]=[C:31](Cl)[N:30]=2)=[C:10]([C:12]2[CH:17]=[CH:16][CH:15]=[C:14]([NH:18][C:19]([C:21]3[C:26]([F:27])=[CH:25][CH:24]=[CH:23][C:22]=3[F:28])=[O:20])[CH:13]=2)[N:11]=1)=[O:4].Cl.[F:39][C:40]1[CH:41]=[C:42]([NH2:54])[CH:43]=[CH:44][C:45]=1[O:46][CH2:47][CH2:48][N:49]1[CH2:53][CH2:52][CH2:51][CH2:50]1, predict the reaction product. The product is: [CH3:1][C:2]([CH3:37])([CH3:36])[C:3]([O:5][CH2:6][C:7]1[S:8][C:9]([C:29]2[CH:34]=[CH:33][N:32]=[C:31]([NH:54][C:42]3[CH:43]=[CH:44][C:45]([O:46][CH2:47][CH2:48][N:49]4[CH2:50][CH2:51][CH2:52][CH2:53]4)=[C:40]([F:39])[CH:41]=3)[N:30]=2)=[C:10]([C:12]2[CH:17]=[CH:16][CH:15]=[C:14]([NH:18][C:19]([C:21]3[C:26]([F:27])=[CH:25][CH:24]=[CH:23][C:22]=3[F:28])=[O:20])[CH:13]=2)[N:11]=1)=[O:4]. (6) Given the reactants [Cl:1][C:2]1[CH:7]=[CH:6][C:5]([CH:8]2[CH:12]([C:13]3[CH:18]=[CH:17][C:16]([Cl:19])=[CH:15][CH:14]=3)[NH:11][C:10]([C:20]3[C:21]([O:28][CH2:29][CH3:30])=[N:22][C:23]([S:26][CH3:27])=[N:24][CH:25]=3)=[N:9]2)=[CH:4][CH:3]=1.[C:31](Cl)([Cl:33])=[O:32], predict the reaction product. The product is: [Cl:1][C:2]1[CH:7]=[CH:6][C:5]([CH:8]2[CH:12]([C:13]3[CH:14]=[CH:15][C:16]([Cl:19])=[CH:17][CH:18]=3)[N:11]([C:31]([Cl:33])=[O:32])[C:10]([C:20]3[C:21]([O:28][CH2:29][CH3:30])=[N:22][C:23]([S:26][CH3:27])=[N:24][CH:25]=3)=[N:9]2)=[CH:4][CH:3]=1.